From a dataset of Full USPTO retrosynthesis dataset with 1.9M reactions from patents (1976-2016). Predict the reactants needed to synthesize the given product. (1) Given the product [ClH:27].[F:8][C:4]1[CH:3]=[C:2]([C:12]2([N:11]([CH3:24])[CH3:10])[CH2:21][CH2:20][C:15]3([O:19][CH2:18][CH2:17][O:16]3)[CH2:14][CH2:13]2)[CH:7]=[CH:6][CH:5]=1, predict the reactants needed to synthesize it. The reactants are: Br[C:2]1[CH:7]=[CH:6][CH:5]=[C:4]([F:8])[CH:3]=1.[Mg].[CH3:10][N:11]([CH3:24])[C:12]1(C#N)[CH2:21][CH2:20][C:15]2([O:19][CH2:18][CH2:17][O:16]2)[CH2:14][CH2:13]1.[NH4+].[Cl-].[Cl:27][Si](C)(C)C. (2) Given the product [C:1]([O:5][C:6]([N:8]1[CH2:12][C@@H:11]([CH2:13][N:14]([CH:31]([CH3:32])[CH3:33])[C:15](=[O:30])[C:16]2[CH:21]=[CH:20][C:19]([O:22][CH3:23])=[C:18]([O:24][CH2:25][CH2:26][CH2:27][O:28][CH3:29])[CH:17]=2)[C@H:10]([NH:34][CH2:54][C:52](=[O:53])[NH:51][CH2:44][C:45]2[CH:50]=[CH:49][CH:48]=[CH:47][CH:46]=2)[CH2:9]1)=[O:7])([CH3:3])([CH3:4])[CH3:2], predict the reactants needed to synthesize it. The reactants are: [C:1]([O:5][C:6]([N:8]1[CH2:12][C@@H:11]([CH2:13][N:14]([CH:31]([CH3:33])[CH3:32])[C:15](=[O:30])[C:16]2[CH:21]=[CH:20][C:19]([O:22][CH3:23])=[C:18]([O:24][CH2:25][CH2:26][CH2:27][O:28][CH3:29])[CH:17]=2)[C@H:10]([NH2:34])[CH2:9]1)=[O:7])([CH3:4])([CH3:3])[CH3:2].CCN(C(C)C)C(C)C.[CH2:44]([NH:51][C:52]([CH2:54]N([CH2:54][C:52](=[O:53])[NH:51][CH2:44][C:45]1[CH:50]=[CH:49][CH:48]=[CH:47][CH:46]=1)[C@@H]1CNC[C@H]1CN(C(C)C)C(=O)C1C=CC(OC)=C(OCCCOC)C=1)=[O:53])[C:45]1[CH:50]=[CH:49][CH:48]=[CH:47][CH:46]=1.C([O-])(O)=O.[Na+]. (3) The reactants are: C1(C)C=CC=CC=1.[Cl:8][C:9]1[CH:14]=[C:13]([Cl:15])[CH:12]=[CH:11][C:10]=1[C:16](=[N:19][OH:20])[C:17]#[N:18].[S:21](Cl)([C:24]1[CH:30]=[CH:29][C:27]([CH3:28])=[CH:26][CH:25]=1)(=[O:23])=[O:22]. Given the product [Cl:8][C:9]1[CH:14]=[C:13]([Cl:15])[CH:12]=[CH:11][C:10]=1[C:16](=[N:19][O:20][S:21]([C:24]1[CH:30]=[CH:29][C:27]([CH3:28])=[CH:26][CH:25]=1)(=[O:23])=[O:22])[C:17]#[N:18], predict the reactants needed to synthesize it. (4) Given the product [OH:52][C@@H:50]([CH3:51])[CH2:49][NH:48][C:8](=[O:10])[C:7]1[CH:11]=[C:12]([S:15](=[O:18])(=[O:17])[NH2:16])[CH:13]=[CH:14][C:6]=1[O:5][C:4]1[CH:19]=[CH:20][C:21]([S:22][CH3:23])=[C:2]([CH3:1])[CH:3]=1, predict the reactants needed to synthesize it. The reactants are: [CH3:1][C:2]1[CH:3]=[C:4]([CH:19]=[CH:20][C:21]=1[S:22][CH3:23])[O:5][C:6]1[CH:14]=[CH:13][C:12]([S:15](=[O:18])(=[O:17])[NH2:16])=[CH:11][C:7]=1[C:8]([OH:10])=O.CN(C(ON1N=NC2C=CC=NC1=2)=[N+](C)C)C.F[P-](F)(F)(F)(F)F.[NH2:48][CH2:49][C@@H:50]([OH:52])[CH3:51].CN1CCOCC1. (5) Given the product [Cl:25][CH2:11][C:10]1[C:5]([CH2:4][CH2:3][O:2][CH3:1])=[N:6][C:7]([C:13]2[CH:18]=[CH:17][C:16]([C:19]([F:22])([F:21])[F:20])=[CH:15][CH:14]=2)=[N:8][CH:9]=1, predict the reactants needed to synthesize it. The reactants are: [CH3:1][O:2][CH2:3][CH2:4][C:5]1[C:10]([CH2:11]O)=[CH:9][N:8]=[C:7]([C:13]2[CH:18]=[CH:17][C:16]([C:19]([F:22])([F:21])[F:20])=[CH:15][CH:14]=2)[N:6]=1.S(Cl)([Cl:25])=O.